This data is from Reaction yield outcomes from USPTO patents with 853,638 reactions. The task is: Predict the reaction yield, written as a fraction of the theoretical maximum amount of product (1.0 means a 100% yield; for example, 0.34 means a 34% yield). (1) The reactants are [C:1]([C:3]1[CH:4]=[N:5][C:6]([NH:9][C:10]2[CH:25]=[C:24]([NH:26][CH:27]([CH3:29])[CH3:28])[C:13]([C:14]([NH:16][CH2:17][C@@H:18]([F:23])[C:19]([OH:22])([CH3:21])[CH3:20])=[O:15])=[CH:12][N:11]=2)=[N:7][CH:8]=1)#[N:2].[ClH:30]. The catalyst is CC(C)=O. The product is [ClH:30].[C:1]([C:3]1[CH:4]=[N:5][C:6]([NH:9][C:10]2[CH:25]=[C:24]([NH:26][CH:27]([CH3:29])[CH3:28])[C:13]([C:14]([NH:16][CH2:17][C@@H:18]([F:23])[C:19]([OH:22])([CH3:21])[CH3:20])=[O:15])=[CH:12][N:11]=2)=[N:7][CH:8]=1)#[N:2]. The yield is 0.820. (2) The reactants are Cl.[CH3:2][N:3]1[CH:7]=[C:6]([C:8]2[CH:9]=[C:10]([O:15][CH2:16][CH:17]3[CH2:22][CH2:21][NH:20][CH2:19][CH2:18]3)[C:11]([NH2:14])=[N:12][CH:13]=2)[N:5]=[CH:4]1.[Cl:23][C:24]1[N:29]=[C:28](Cl)[N:27]=[C:26]([O:31][CH2:32][C:33]2([C:36]#[N:37])[CH2:35][CH2:34]2)[N:25]=1.CCN(C(C)C)C(C)C.C(Cl)Cl.CO. The catalyst is C1COCC1.CO. The product is [NH2:14][C:11]1[C:10]([O:15][CH2:16][CH:17]2[CH2:22][CH2:21][N:20]([C:28]3[N:29]=[C:24]([Cl:23])[N:25]=[C:26]([O:31][CH2:32][C:33]4([C:36]#[N:37])[CH2:35][CH2:34]4)[N:27]=3)[CH2:19][CH2:18]2)=[CH:9][C:8]([C:6]2[N:5]=[CH:4][N:3]([CH3:2])[CH:7]=2)=[CH:13][N:12]=1. The yield is 0.730. (3) The reactants are [NH2:1][C:2]1[C:3]([C:14]([O:16]C)=[O:15])=[N:4][C:5]([CH:8]2[CH2:13][CH2:12][CH2:11][CH2:10][CH2:9]2)=[CH:6][CH:7]=1.[Li+].[OH-].Cl. The catalyst is C1COCC1. The product is [NH2:1][C:2]1[C:3]([C:14]([OH:16])=[O:15])=[N:4][C:5]([CH:8]2[CH2:13][CH2:12][CH2:11][CH2:10][CH2:9]2)=[CH:6][CH:7]=1. The yield is 0.180. (4) The reactants are C([O:8][CH2:9][CH2:10][CH2:11][N:12]1[C:16]([CH3:17])=[C:15]([B:18]2[O:22][C:21]([CH3:24])([CH3:23])[C:20]([CH3:26])([CH3:25])[O:19]2)[C:14]([CH3:27])=[N:13]1)C1C=CC=CC=1.C(OP(CC1C=CC(NC2N=C(NC3C=CC(C4C=C(C(OC)=O)N(CCCO)C=4)=NC=3C(=O)NC)C(C(F)(F)F)=CN=2)=C(OC)C=1)(O)=O)C. No catalyst specified. The product is [CH3:27][C:14]1[C:15]([B:18]2[O:22][C:21]([CH3:23])([CH3:24])[C:20]([CH3:25])([CH3:26])[O:19]2)=[C:16]([CH3:17])[N:12]([CH2:11][CH2:10][CH2:9][OH:8])[N:13]=1. The yield is 0.990. (5) The reactants are [CH2:1]1[C:9]2[C:4](=[CH:5][CH:6]=[CH:7][CH:8]=2)[CH2:3][NH:2]1.[CH3:10][O:11][C:12]1[CH:17]=[CH:16][C:15]([N:18]=[C:19]=[O:20])=[C:14]([CH3:21])[CH:13]=1. The catalyst is O1CCOCC1. The product is [CH3:10][O:11][C:12]1[CH:17]=[CH:16][C:15]([NH:18][C:19]([N:2]2[CH2:3][C:4]3[C:9](=[CH:8][CH:7]=[CH:6][CH:5]=3)[CH2:1]2)=[O:20])=[C:14]([CH3:21])[CH:13]=1. The yield is 0.840. (6) The reactants are [CH2:1]([O:8][C:9]1[CH:10]=[CH:11][C:12](Br)=[N:13][CH:14]=1)[C:2]1[CH:7]=[CH:6][CH:5]=[CH:4][CH:3]=1.[NH2:16][C:17]1[CH:22]=[CH:21][CH:20]=[CH:19][N:18]=1.C(O[K])(C)(C)C. The catalyst is C1(C)C=CC=CC=1.C(Cl)Cl.C1C=CC(/C=C/C(/C=C/C2C=CC=CC=2)=O)=CC=1.C1C=CC(/C=C/C(/C=C/C2C=CC=CC=2)=O)=CC=1.C1C=CC(/C=C/C(/C=C/C2C=CC=CC=2)=O)=CC=1.[Pd].[Pd]. The product is [CH2:1]([O:8][C:9]1[CH:10]=[CH:11][C:12]([NH:16][C:17]2[CH:22]=[CH:21][CH:20]=[CH:19][N:18]=2)=[N:13][CH:14]=1)[C:2]1[CH:7]=[CH:6][CH:5]=[CH:4][CH:3]=1. The yield is 0.910. (7) The reactants are [CH3:1][O:2][C:3]1[CH:4]=[C:5]2[C:10](=[CH:11][C:12]=1[O:13][CH3:14])[N:9]=[CH:8][CH:7]=[C:6]2[O:15][C:16]1[C:21]([CH3:22])=[CH:20][C:19]([NH:23][C:24](=O)[CH2:25][CH2:26][O:27][C:28]2[CH:33]=[CH:32][CH:31]=[CH:30][C:29]=2[Cl:34])=[C:18]([CH3:36])[CH:17]=1.Cl.[OH-].[Na+]. The catalyst is O1CCCC1. The product is [Cl:34][C:29]1[CH:30]=[CH:31][CH:32]=[CH:33][C:28]=1[O:27][CH2:26][CH2:25][CH2:24][NH:23][C:19]1[CH:20]=[C:21]([CH3:22])[C:16]([O:15][C:6]2[C:5]3[C:10](=[CH:11][C:12]([O:13][CH3:14])=[C:3]([O:2][CH3:1])[CH:4]=3)[N:9]=[CH:8][CH:7]=2)=[CH:17][C:18]=1[CH3:36]. The yield is 0.800. (8) The reactants are [CH3:1][O:2][C:3]([CH3:8])([CH3:7])[C:4]([OH:6])=O.C1CCC(N=C=NC2CCCCC2)CC1.[CH3:24][O:25][NH:26][CH3:27]. The catalyst is ClCCl.CN(C1C=CN=CC=1)C. The product is [CH3:1][O:2][C:3]([CH3:8])([CH3:7])[C:4]([N:26]([O:25][CH3:24])[CH3:27])=[O:6]. The yield is 0.147. (9) The yield is 0.420. The product is [CH2:13]([C:17]1[N:22]2[N:23]=[CH:24][N:25]=[C:21]2[N:20]([CH:26]2[CH2:31][CH2:30][O:29][C:28]([CH3:32])([CH3:33])[CH2:27]2)[C:19](=[O:34])[C:18]=1[CH2:35][C:36]1[CH:41]=[CH:40][C:39]([C:42]2[CH:47]=[CH:46][CH:45]=[CH:44][C:43]=2[C:48]2[NH:3][C:4](=[O:7])[O:5][N:49]=2)=[CH:38][CH:37]=1)[CH2:14][CH2:15][CH3:16]. The catalyst is C(OCC)(=O)C. The reactants are [Cl-].O[NH3+:3].[C:4](=[O:7])([O-])[OH:5].[Na+].CS(C)=O.[CH2:13]([C:17]1[N:22]2[N:23]=[CH:24][N:25]=[C:21]2[N:20]([CH:26]2[CH2:31][CH2:30][O:29][C:28]([CH3:33])([CH3:32])[CH2:27]2)[C:19](=[O:34])[C:18]=1[CH2:35][C:36]1[CH:41]=[CH:40][C:39]([C:42]2[C:43]([C:48]#[N:49])=[CH:44][CH:45]=[CH:46][CH:47]=2)=[CH:38][CH:37]=1)[CH2:14][CH2:15][CH3:16]. (10) The product is [O:13]=[C:9]1[C:10]2[C:5](=[CH:4][C:3]([CH:1]=[CH2:2])=[CH:12][CH:11]=2)[CH:6]=[N:7][N:8]1[CH2:21][C:22]([O:24][CH2:25][CH3:26])=[O:23]. The yield is 0.450. The catalyst is CN(C=O)C. The reactants are [CH:1]([C:3]1[CH:4]=[C:5]2[C:10](=[CH:11][CH:12]=1)[C:9](=[O:13])[NH:8][N:7]=[CH:6]2)=[CH2:2].C([O-])([O-])=O.[Cs+].[Cs+].Br[CH2:21][C:22]([O:24][CH2:25][CH3:26])=[O:23].